This data is from Reaction yield outcomes from USPTO patents with 853,638 reactions. The task is: Predict the reaction yield, written as a fraction of the theoretical maximum amount of product (1.0 means a 100% yield; for example, 0.34 means a 34% yield). (1) The reactants are [O:1]1[C:5]([C:6]2[CH:11]=[CH:10][CH:9]=[CH:8][N:7]=2)=[CH:4][N:3]=[CH:2]1.ClC1C=CC=C(C(OO)=[O:20])C=1. The catalyst is C(OCC)(=O)C. The product is [O:1]1[C:5]([C:6]2[CH:11]=[CH:10][CH:9]=[CH:8][N+:7]=2[O-:20])=[CH:4][N:3]=[CH:2]1. The yield is 0.340. (2) The reactants are [NH2:1][C:2]1[N:7]=[CH:6][C:5]([N:8]2[CH2:13][CH2:12][N:11]([C:14]([O:16][C:17]([CH3:20])([CH3:19])[CH3:18])=[O:15])[CH2:10][C@H:9]2[CH3:21])=[CH:4][CH:3]=1.Br[C:23]1[C:24](=[O:31])[N:25]([CH3:30])[CH:26]=[C:27]([Br:29])[CH:28]=1.C(=O)([O-])[O-].[Cs+].[Cs+].CC1(C)C2C(=C(P(C3C=CC=CC=3)C3C=CC=CC=3)C=CC=2)OC2C(P(C3C=CC=CC=3)C3C=CC=CC=3)=CC=CC1=2. The catalyst is C1C=CC(/C=C/C(/C=C/C2C=CC=CC=2)=O)=CC=1.C1C=CC(/C=C/C(/C=C/C2C=CC=CC=2)=O)=CC=1.C1C=CC(/C=C/C(/C=C/C2C=CC=CC=2)=O)=CC=1.[Pd].[Pd].O1CCOCC1. The product is [C:17]([O:16][C:14]([N:11]1[CH2:12][CH2:13][N:8]([C:5]2[CH:6]=[N:7][C:2]([NH:1][C:23]3[C:24](=[O:31])[N:25]([CH3:30])[CH:26]=[C:27]([Br:29])[CH:28]=3)=[CH:3][CH:4]=2)[C@H:9]([CH3:21])[CH2:10]1)=[O:15])([CH3:20])([CH3:19])[CH3:18]. The yield is 0.630. (3) The reactants are [NH2:1][C:2]1[CH:3]=[C:4]([OH:9])[CH:5]=[CH:6][C:7]=1[Cl:8].[C:10](O)(=[O:13])[CH2:11][SH:12].[Al]. The catalyst is C1(C)C=CC=CC=1. The yield is 0.460. The product is [Cl:8][C:7]1[CH:6]=[CH:5][C:4]([OH:9])=[CH:3][C:2]=1[NH:1][C:10](=[O:13])[CH2:11][SH:12]. (4) The reactants are [F:1][C:2]1[CH:3]=[C:4]2[C:9](=[CH:10][CH:11]=1)[N:8]=[C:7]([C:12]1[CH:17]=[CH:16][CH:15]=[CH:14][C:13]=1[O:18][CH3:19])[NH:6][C:5]2=O.CN(C)C1C=CC=CC=1.P(Cl)(Cl)([Cl:32])=O.[OH-].[Na+]. The catalyst is C1C=CC=CC=1.ClCCl. The product is [Cl:32][C:5]1[C:4]2[C:9](=[CH:10][CH:11]=[C:2]([F:1])[CH:3]=2)[N:8]=[C:7]([C:12]2[CH:17]=[CH:16][CH:15]=[CH:14][C:13]=2[O:18][CH3:19])[N:6]=1. The yield is 0.760. (5) The reactants are C[Si]([N-][Si](C)(C)C)(C)C.[K+].[CH2:11]([O:13][C:14]([C:16]1[CH:17]=[C:18]([CH:22]2[CH2:27][CH2:26][N:25]([C:28]([O:30][C:31]([CH3:34])([CH3:33])[CH3:32])=[O:29])[C:24](=[O:35])[CH2:23]2)[CH:19]=[CH:20][CH:21]=1)=[O:15])[CH3:12].[CH3:36]I. The product is [CH2:11]([O:13][C:14]([C:16]1[CH:17]=[C:18]([CH:22]2[CH2:27][CH2:26][N:25]([C:28]([O:30][C:31]([CH3:34])([CH3:33])[CH3:32])=[O:29])[C:24](=[O:35])[CH:23]2[CH3:36])[CH:19]=[CH:20][CH:21]=1)=[O:15])[CH3:12]. The yield is 0.260. The catalyst is C1COCC1. (6) The reactants are [OH:1][C:2]1[CH:7]=[C:6]([OH:8])[CH:5]=[CH:4][C:3]=1[CH:9]1[CH2:14][CH2:13][C:12](=O)[CH2:11][CH2:10]1.[CH2:16]([SH:19])[CH2:17][SH:18].C(=O)([O-])O.[Na+]. The catalyst is C1(C)C=CC=CC=1. The product is [S:18]1[C:12]2([CH2:13][CH2:14][CH:9]([C:3]3[CH:4]=[CH:5][C:6]([OH:8])=[CH:7][C:2]=3[OH:1])[CH2:10][CH2:11]2)[S:19][CH2:16][CH2:17]1. The yield is 0.980. (7) The reactants are [Li+].CC([N-]C(C)C)C.[Li]CCCC.[Br:14][C:15]1[CH:16]=[N:17][CH:18]=[CH:19][CH:20]=1.[CH:21](=[O:26])[CH2:22][CH2:23][CH2:24][CH3:25]. The catalyst is C1COCC1. The product is [Br:14][C:15]1[CH:16]=[N:17][CH:18]=[CH:19][C:20]=1[CH:21]([OH:26])[CH2:22][CH2:23][CH2:24][CH3:25]. The yield is 0.720.